Task: Predict the reactants needed to synthesize the given product.. Dataset: Full USPTO retrosynthesis dataset with 1.9M reactions from patents (1976-2016) Given the product [CH3:1][N:2]1[C:6]([C:7]2[N:8]=[CH:9][C:10]([C:23]3[CH:31]=[CH:30][C:29]4[N:28]5[C:32](=[O:40])[O:33][C@@H:34]([CH2:35][NH:36][C:37](=[O:39])[CH3:38])[C@@H:27]5[CH2:26][C:25]=4[CH:24]=3)=[CH:11][CH:12]=2)=[N:5][N:4]=[N:3]1, predict the reactants needed to synthesize it. The reactants are: [CH3:1][N:2]1[C:6]([C:7]2[CH:12]=[CH:11][C:10](B3OC(C)(C)C(C)(C)O3)=[CH:9][N:8]=2)=[N:5][N:4]=[N:3]1.Br[C:23]1[CH:31]=[CH:30][C:29]2[N:28]3[C:32](=[O:40])[O:33][C@@H:34]([CH2:35][NH:36][C:37](=[O:39])[CH3:38])[C@@H:27]3[CH2:26][C:25]=2[CH:24]=1.C([O-])([O-])=O.[K+].[K+].